This data is from Full USPTO retrosynthesis dataset with 1.9M reactions from patents (1976-2016). The task is: Predict the reactants needed to synthesize the given product. (1) Given the product [CH3:18][N:14]1[CH:15]([CH3:17])[CH2:16][NH:11][CH2:12][CH:13]1[CH3:19], predict the reactants needed to synthesize it. The reactants are: C(OC([N:11]1[CH2:16][CH:15]([CH3:17])[N:14]([CH3:18])[CH:13]([CH3:19])[CH2:12]1)=O)C1C=CC=CC=1. (2) Given the product [CH:1]1([N:7]2[CH2:12][CH2:11][CH2:10][CH:9]([CH2:15][C:16]3[C:25]4[C:20](=[CH:21][CH:22]=[CH:23][CH:24]=4)[CH:19]=[C:18]([O:26][CH3:27])[CH:17]=3)[C:8]2=[O:13])[CH2:2][CH2:3][CH2:4][CH2:5][CH2:6]1, predict the reactants needed to synthesize it. The reactants are: [CH:1]1([N:7]2[CH2:12][CH2:11][CH2:10][CH2:9][C:8]2=[O:13])[CH2:6][CH2:5][CH2:4][CH2:3][CH2:2]1.Cl[CH2:15][C:16]1[C:25]2[C:20](=[CH:21][CH:22]=[CH:23][CH:24]=2)[CH:19]=[C:18]([O:26][CH3:27])[CH:17]=1. (3) Given the product [CH3:25][O:24][C:22]1[CH:21]=[CH:20][C:14]2[N:15]=[N:16][C:17]([C:18]#[N:19])=[C:12]([CH2:11][CH2:10][C:5]34[CH2:8][CH2:9][C:2]([NH:1][CH2:37][C:35]5[CH:34]=[CH:33][C:30]6[O:31][CH2:32][C:27](=[O:26])[NH:28][C:29]=6[N:36]=5)([CH2:7][CH2:6]3)[CH2:3][O:4]4)[C:13]=2[N:23]=1, predict the reactants needed to synthesize it. The reactants are: [NH2:1][C:2]12[CH2:9][CH2:8][C:5]([CH2:10][CH2:11][C:12]3[C:13]4[N:23]=[C:22]([O:24][CH3:25])[CH:21]=[CH:20][C:14]=4[N:15]=[N:16][C:17]=3[C:18]#[N:19])([CH2:6][CH2:7]1)[O:4][CH2:3]2.[O:26]=[C:27]1[CH2:32][O:31][C:30]2[CH:33]=[CH:34][C:35]([CH:37]=O)=[N:36][C:29]=2[NH:28]1. (4) Given the product [CH2:21]([C:23]1([CH2:28][CH3:29])[CH2:26][O:27][CH:10]([C:12]2[CH:20]=[CH:19][C:15]([C:16]([OH:18])=[O:17])=[CH:14][CH:13]=2)[O:25][CH2:24]1)[CH3:22], predict the reactants needed to synthesize it. The reactants are: B(F)(F)F.CCOCC.[CH:10]([C:12]1[CH:20]=[CH:19][C:15]([C:16]([OH:18])=[O:17])=[CH:14][CH:13]=1)=O.[CH2:21]([C:23]([CH2:28][CH3:29])([CH2:26][OH:27])[CH2:24][OH:25])[CH3:22]. (5) Given the product [C:1]([OH:14])(=[O:13])[CH:2]=[CH2:3].[NH2:40][C:1]([O:14][CH2:25][CH3:26])=[O:13], predict the reactants needed to synthesize it. The reactants are: [C:1]([O-:14])(=[O:13])[CH2:2][CH2:3][CH2:25][CH2:26]CCCCCCC.[C:1]([O-:14])(=[O:13])[CH2:2][CH2:3]CCCCCCC[CH2:25][CH3:26].C([Sn+2]CCCC)CCC.O=C=[N:40]C1CC(C)(C)CC(C)(CN=C=O)C1.C(N=C=O)CCCCCN=C=O.C(CCN=C=O)CCCN=C=O.C(CCN=C=O)CCCN=C=O.C(CCN=C=O)CCCN=C=O.C(OCCO)(=O)C=C.[N-]=C=O. (6) Given the product [NH2:1][C@:2]([CH3:25])([CH2:5][CH2:6][C:7]1[N:8]([CH3:24])[C:9]([CH:12]([OH:23])[CH2:13][CH2:14][CH2:15][CH2:16][C:17]2[CH:18]=[CH:19][CH:20]=[CH:21][CH:22]=2)=[CH:10][CH:11]=1)[CH2:3][OH:4], predict the reactants needed to synthesize it. The reactants are: [NH2:1][C@:2]([CH3:25])([CH2:5][CH2:6][C:7]1[N:8]([CH3:24])[C:9]([C:12](=[O:23])[CH2:13][CH2:14][CH2:15][CH2:16][C:17]2[CH:22]=[CH:21][CH:20]=[CH:19][CH:18]=2)=[CH:10][CH:11]=1)[CH2:3][OH:4].[BH4-].[Na+].O. (7) Given the product [CH2:17]([O:11][C:10](=[O:12])[CH2:9][CH2:8][C:4]1[CH:5]=[CH:6][CH:7]=[C:2]([OH:1])[CH:3]=1)[CH3:18], predict the reactants needed to synthesize it. The reactants are: [OH:1][C:2]1[CH:3]=[C:4]([CH2:8][CH2:9][C:10]([OH:12])=[O:11])[CH:5]=[CH:6][CH:7]=1.S(Cl)(Cl)=O.[CH2:17](O)[CH3:18]. (8) Given the product [Si:28]([O:45][CH2:46][C:47]1[N:51]([CH:52]=[CH2:53])[CH:50]=[N:49][CH:48]=1)([C:41]([CH3:44])([CH3:42])[CH3:43])([C:35]1[CH:40]=[CH:39][CH:38]=[CH:37][CH:36]=1)[C:29]1[CH:34]=[CH:33][CH:32]=[CH:31][CH:30]=1, predict the reactants needed to synthesize it. The reactants are: [Si](OCC1N=CN(CCF)C=1)(C(C)(C)C)(C1C=CC=CC=1)C1C=CC=CC=1.[Si:28]([O:45][CH2:46][C:47]1[N:51]([CH2:52][CH2:53]F)[CH:50]=[N:49][CH:48]=1)([C:41]([CH3:44])([CH3:43])[CH3:42])([C:35]1[CH:40]=[CH:39][CH:38]=[CH:37][CH:36]=1)[C:29]1[CH:34]=[CH:33][CH:32]=[CH:31][CH:30]=1.C([Li])CCC.[Cl-].[NH4+]. (9) Given the product [Cl:1][C:2]1[N:10]([C:11]2[CH:16]=[CH:15][CH:14]=[CH:13][CH:12]=2)[C:9]2[C:4](=[N:5][CH:6]=[CH:7][CH:8]=2)[C:3]=1[C:17]([OH:20])=[O:18], predict the reactants needed to synthesize it. The reactants are: [Cl:1][C:2]1[N:10]([C:11]2[CH:16]=[CH:15][CH:14]=[CH:13][CH:12]=2)[C:9]2[C:4](=[N:5][CH:6]=[CH:7][CH:8]=2)[C:3]=1[CH:17]=[O:18].Cl([O-])=[O:20].[Na+].P([O-])(O)(O)=O.[Na+]. (10) The reactants are: [C:1]([NH:8][C:9]1[CH:10]=[C:11]2[C:15](=[CH:16][CH:17]=1)[NH:14][C:13]([CH3:18])=[CH:12]2)([O:3][C:4]([CH3:7])([CH3:6])[CH3:5])=[O:2].[CH2:19]([O:21]C1C=C2C(=CC=1)NC(C)=C2C=O)C. Given the product [C:1]([NH:8][C:9]1[CH:10]=[C:11]2[C:15](=[CH:16][CH:17]=1)[NH:14][C:13]([CH3:18])=[C:12]2[CH:19]=[O:21])([O:3][C:4]([CH3:7])([CH3:6])[CH3:5])=[O:2], predict the reactants needed to synthesize it.